From a dataset of Forward reaction prediction with 1.9M reactions from USPTO patents (1976-2016). Predict the product of the given reaction. (1) Given the reactants [C:1](=[O:4])([O-])[O-].[Cs+].[Cs+].[Cl:7][C:8]1[N:13]=[C:12]([CH3:14])[N:11]=[C:10]([NH2:15])[N:9]=1.Cl[CH2:17][C:18]1[CH:23]=[CH:22][C:21]([O:24][CH3:25])=[CH:20][CH:19]=1, predict the reaction product. The product is: [Cl:7][C:8]1[N:13]=[C:12]([CH3:14])[N:11]=[C:10]([N:15]([CH2:17][C:18]2[CH:23]=[CH:22][C:21]([O:4][CH3:1])=[CH:20][CH:19]=2)[CH2:17][C:18]2[CH:23]=[CH:22][C:21]([O:24][CH3:25])=[CH:20][CH:19]=2)[N:9]=1. (2) Given the reactants [H-].[Al+3].[Li+].[H-].[H-].[H-].C([O:14][C:15](=O)[C:16]1[C:21]([O:22][CH3:23])=[CH:20][CH:19]=[CH:18][C:17]=1[O:24][CH2:25][C:26]1[CH:31]=[CH:30][CH:29]=[CH:28][CH:27]=1)C1C=CC=CC=1.C(OCC)(=O)C.[C@H](O)(C([O-])=O)[C@@H](O)C([O-])=O.[Na+].[K+], predict the reaction product. The product is: [CH2:25]([O:24][C:17]1[CH:18]=[CH:19][CH:20]=[C:21]([O:22][CH3:23])[C:16]=1[CH2:15][OH:14])[C:26]1[CH:27]=[CH:28][CH:29]=[CH:30][CH:31]=1. (3) Given the reactants Br[CH2:2][CH2:3]Br.[CH3:5][C:6]1[N:11]=[C:10]([C:12]2[NH:16][C:15]([NH:17][C:18](=[O:20])[CH3:19])=[N:14][C:13]=2[C:21]2[CH:22]=[C:23]3[C:28](=[CH:29][CH:30]=2)[N:27]=[CH:26][CH:25]=[N:24]3)[CH:9]=[CH:8][CH:7]=1.C([O-])([O-])=O.[K+].[K+], predict the reaction product. The product is: [CH3:5][C:6]1[N:11]=[C:10]([C:12]2[N:16]=[C:15]3[N:17]([C:18](=[O:20])[CH3:19])[CH2:3][CH2:2][N:14]3[C:13]=2[C:21]2[CH:22]=[C:23]3[C:28](=[CH:29][CH:30]=2)[N:27]=[CH:26][CH:25]=[N:24]3)[CH:9]=[CH:8][CH:7]=1. (4) Given the reactants Cl[C:2]1[N:7]=[CH:6][C:5]([C:8]#[C:9][C:10]2[N:11]=[C:12]([CH3:15])[S:13][CH:14]=2)=[CH:4][N:3]=1.[Br-].[CH:17]1([Zn+])[CH2:22][CH2:21][CH2:20][CH2:19][CH2:18]1.C1COCC1, predict the reaction product. The product is: [CH:17]1([C:2]2[N:7]=[CH:6][C:5]([C:8]#[C:9][C:10]3[N:11]=[C:12]([CH3:15])[S:13][CH:14]=3)=[CH:4][N:3]=2)[CH2:22][CH2:21][CH2:20][CH2:19][CH2:18]1. (5) Given the reactants I[C:2]1[C:10]2[C:5](=[CH:6][N:7]=[CH:8][CH:9]=2)[N:4]([CH2:11][C:12]([O:14][C:15]([CH3:18])([CH3:17])[CH3:16])=[O:13])[N:3]=1.[CH3:19][N:20](C=O)C, predict the reaction product. The product is: [C:19]([C:2]1[C:10]2[C:5](=[CH:6][N:7]=[CH:8][CH:9]=2)[N:4]([CH2:11][C:12]([O:14][C:15]([CH3:18])([CH3:17])[CH3:16])=[O:13])[N:3]=1)#[N:20].